Predict the product of the given reaction. From a dataset of Forward reaction prediction with 1.9M reactions from USPTO patents (1976-2016). (1) Given the reactants [O:1]=[S:2]1(=[O:15])[CH2:6][CH2:5][CH2:4][N:3]1[C@@H:7]([CH2:11][CH:12]([CH3:14])[CH3:13])[C:8]([OH:10])=O.C(N(CC)CC)C.ON1C2C=CC=CC=2N=N1.C(N=C=N)C.[CH2:38]([N:45]1[CH2:49][C@H:48]2[C@H:50]([NH2:53])[CH2:51][CH2:52][C@H:47]2[CH2:46]1)[C:39]1[CH:44]=[CH:43][CH:42]=[CH:41][CH:40]=1, predict the reaction product. The product is: [CH2:38]([N:45]1[CH2:49][C@H:48]2[C@H:50]([NH:53][C:8](=[O:10])[C@@H:7]([N:3]3[CH2:4][CH2:5][CH2:6][S:2]3(=[O:1])=[O:15])[CH2:11][CH:12]([CH3:14])[CH3:13])[CH2:51][CH2:52][C@H:47]2[CH2:46]1)[C:39]1[CH:40]=[CH:41][CH:42]=[CH:43][CH:44]=1. (2) The product is: [OH:7][NH:8][C:9](=[O:10])/[CH:11]=[CH:12]/[C:13]1[CH:14]=[CH:15][C:16](/[CH:19]=[CH:20]/[C:21](=[O:23])[N:33]2[CH2:34][CH2:35][N:30]([C:24]3[CH:29]=[CH:28][CH:27]=[CH:26][CH:25]=3)[CH2:31][CH2:32]2)=[CH:17][CH:18]=1. Given the reactants O1CCCCC1[O:7][NH:8][C:9](/[CH:11]=[CH:12]/[C:13]1[CH:18]=[CH:17][C:16](/[CH:19]=[CH:20]/[C:21]([OH:23])=O)=[CH:15][CH:14]=1)=[O:10].[C:24]1([N:30]2[CH2:35][CH2:34][NH:33][CH2:32][CH2:31]2)[CH:29]=[CH:28][CH:27]=[CH:26][CH:25]=1, predict the reaction product. (3) Given the reactants [Li][CH2:2][CH2:3][CH2:4][CH3:5].[C:6]([N:13]1CCC(=O)[CH2:15][CH2:14]1)([O:8][C:9]([CH3:12])([CH3:11])[CH3:10])=[O:7], predict the reaction product. The product is: [CH2:5]=[C:4]1[CH2:15][CH2:14][N:13]([C:6]([O:8][C:9]([CH3:12])([CH3:11])[CH3:10])=[O:7])[CH2:2][CH2:3]1. (4) Given the reactants [Si]([O:8][CH2:9][C:10]([C:13]1[CH:18]=[CH:17][C:16]([C:19]2[CH:20]=[C:21]3[C:25](=[CH:26][C:27]=2[Cl:28])[NH:24][CH:23]=[C:22]3[C:29]([OH:31])=[O:30])=[CH:15][CH:14]=1)([CH3:12])[CH3:11])(C(C)(C)C)(C)C.[F-].[Cs+].[Cl-].[NH4+], predict the reaction product. The product is: [Cl:28][C:27]1[CH:26]=[C:25]2[C:21]([C:22]([C:29]([OH:31])=[O:30])=[CH:23][NH:24]2)=[CH:20][C:19]=1[C:16]1[CH:17]=[CH:18][C:13]([C:10]([CH3:12])([CH3:11])[CH2:9][OH:8])=[CH:14][CH:15]=1. (5) Given the reactants [N+:1]([C:4]1[C:5]([CH3:19])=[C:6]2[C:11](=[C:12]([CH3:15])[C:13]=1[CH3:14])[O:10][C:9]([CH:17]=[O:18])([CH3:16])[CH2:8][CH2:7]2)([O-:3])=[O:2].CC(=CC)C.Cl([O-])=[O:26].[Na+].O.O.P([O-])(O)(O)=O.[Na+], predict the reaction product. The product is: [N+:1]([C:4]1[C:5]([CH3:19])=[C:6]2[C:11](=[C:12]([CH3:15])[C:13]=1[CH3:14])[O:10][C:9]([CH3:16])([C:17]([OH:26])=[O:18])[CH2:8][CH2:7]2)([O-:3])=[O:2]. (6) The product is: [Br:39][C:26]1[S:25][C:24]([CH:27]2[CH2:32][CH2:31][O:30][CH2:29][CH2:28]2)=[N:23][C:22]=1[C:18]1[C:17]([F:33])=[C:16]([N:12]([CH2:13][O:14][CH3:15])[S:9]([C:3]2[CH:4]=[C:5]([F:8])[CH:6]=[CH:7][C:2]=2[F:1])(=[O:10])=[O:11])[CH:21]=[CH:20][CH:19]=1. Given the reactants [F:1][C:2]1[CH:7]=[CH:6][C:5]([F:8])=[CH:4][C:3]=1[S:9]([N:12]([C:16]1[CH:21]=[CH:20][CH:19]=[C:18]([C:22]2[N:23]=[C:24]([CH:27]3[CH2:32][CH2:31][O:30][CH2:29][CH2:28]3)[S:25][CH:26]=2)[C:17]=1[F:33])[CH2:13][O:14][CH3:15])(=[O:11])=[O:10].C([O-])(=O)C.[Na+].[Br:39]Br.[OH-].[Na+], predict the reaction product.